Predict the reactants needed to synthesize the given product. From a dataset of Full USPTO retrosynthesis dataset with 1.9M reactions from patents (1976-2016). (1) Given the product [C:1]([NH:4][CH2:5][CH2:6][C:7]1[CH:12]=[CH:11][CH:10]=[C:9]([NH2:13])[CH:8]=1)(=[O:3])[CH3:2], predict the reactants needed to synthesize it. The reactants are: [C:1]([NH:4][CH2:5][CH2:6][C:7]1[CH:12]=[CH:11][CH:10]=[C:9]([N+:13]([O-])=O)[CH:8]=1)(=[O:3])[CH3:2].C([O-])(=O)C.[NH4+].O. (2) Given the product [C:19]([C:16]1([C:11]2[CH:12]=[CH:13][CH:14]=[CH:15][C:10]=2[CH2:9][CH2:8][C:6]2[C:5]([Cl:22])=[CH:4][N:3]=[C:2]([NH:29][C:30]3[CH:31]=[N:32][N:33]([CH:35]4[CH2:36][CH2:37][N:38]([C:41]([O:43][C:44]([CH3:47])([CH3:46])[CH3:45])=[O:42])[CH2:39][CH2:40]4)[CH:34]=3)[N:7]=2)[CH2:18][CH2:17]1)(=[O:20])[NH2:21], predict the reactants needed to synthesize it. The reactants are: Cl[C:2]1[N:7]=[C:6]([CH2:8][CH2:9][C:10]2[CH:15]=[CH:14][CH:13]=[CH:12][C:11]=2[C:16]2([C:19]([NH2:21])=[O:20])[CH2:18][CH2:17]2)[C:5]([Cl:22])=[CH:4][N:3]=1.C([O-])([O-])=O.[Cs+].[Cs+].[NH2:29][C:30]1[CH:31]=[N:32][N:33]([CH:35]2[CH2:40][CH2:39][N:38]([C:41]([O:43][C:44]([CH3:47])([CH3:46])[CH3:45])=[O:42])[CH2:37][CH2:36]2)[CH:34]=1.CC1(C)C2C(=C(P(C3C=CC=CC=3)C3C=CC=CC=3)C=CC=2)OC2C(P(C3C=CC=CC=3)C3C=CC=CC=3)=CC=CC1=2. (3) Given the product [NH2:19][C:20]1[C:25]([S:26]([N:1]2[CH2:4][CH:3]([NH:5][C:6](=[O:12])[O:7][C:8]([CH3:9])([CH3:11])[CH3:10])[CH2:2]2)(=[O:28])=[O:27])=[CH:24][C:23]([Br:30])=[CH:22][N:21]=1, predict the reactants needed to synthesize it. The reactants are: [NH:1]1[CH2:4][CH:3]([NH:5][C:6](=[O:12])[O:7][C:8]([CH3:11])([CH3:10])[CH3:9])[CH2:2]1.C(=O)([O-])[O-].[K+].[K+].[NH2:19][C:20]1[C:25]([S:26](Cl)(=[O:28])=[O:27])=[CH:24][C:23]([Br:30])=[CH:22][N:21]=1. (4) Given the product [OH:37][C:34]([C:29]1[CH:30]=[N:31][C:32]2[C:27]([CH:28]=1)=[CH:26][CH:25]=[C:24]([NH:23][C:9](=[O:11])[C:8]1[CH:12]=[CH:13][C:5](/[CH:4]=[CH:3]/[C:2]([F:1])([F:16])[F:15])=[CH:6][C:7]=1[CH3:14])[CH:33]=2)([CH3:35])[CH3:36], predict the reactants needed to synthesize it. The reactants are: [F:1][C:2]([F:16])([F:15])/[CH:3]=[CH:4]/[C:5]1[CH:13]=[CH:12][C:8]([C:9]([OH:11])=O)=[C:7]([CH3:14])[CH:6]=1.C(Cl)(=O)C(Cl)=O.[NH2:23][C:24]1[CH:33]=[C:32]2[C:27]([CH:28]=[C:29]([C:34]([OH:37])([CH3:36])[CH3:35])[CH:30]=[N:31]2)=[CH:26][CH:25]=1. (5) Given the product [C:1]([O:5][C:6]([N:8]1[CH2:13][CH2:12][N:11]([C:14]2[CH:19]=[CH:18][CH:17]=[CH:16][C:15]=2[O:20][CH2:21][CH:22]([N:24]([CH2:25][CH3:26])[CH2:28][CH3:29])[CH3:23])[CH2:10][CH2:9]1)=[O:7])([CH3:4])([CH3:3])[CH3:2], predict the reactants needed to synthesize it. The reactants are: [C:1]([O:5][C:6]([N:8]1[CH2:13][CH2:12][N:11]([C:14]2[CH:19]=[CH:18][CH:17]=[CH:16][C:15]=2[O:20][CH2:21][CH:22]([NH2:24])[CH3:23])[CH2:10][CH2:9]1)=[O:7])([CH3:4])([CH3:3])[CH3:2].[CH:25](=O)[CH3:26].[C:28](O[BH-](OC(=O)C)OC(=O)C)(=O)[CH3:29].[Na+].